Dataset: Full USPTO retrosynthesis dataset with 1.9M reactions from patents (1976-2016). Task: Predict the reactants needed to synthesize the given product. (1) Given the product [CH:18]([N:4]1[CH:5]=[C:6]([C:7]2[CH:12]=[CH:11][N:10]=[C:9]([NH:13][CH2:14][C@@H:15]([OH:17])[CH3:16])[N:8]=2)[C:2]([C:26]2[CH:25]=[N:24][C:23]([NH:22][CH3:21])=[CH:28][CH:27]=2)=[N:3]1)([CH3:20])[CH3:19], predict the reactants needed to synthesize it. The reactants are: I[C:2]1[C:6]([C:7]2[CH:12]=[CH:11][N:10]=[C:9]([NH:13][CH2:14][C@@H:15]([OH:17])[CH3:16])[N:8]=2)=[CH:5][N:4]([CH:18]([CH3:20])[CH3:19])[N:3]=1.[CH3:21][NH:22][C:23]1[CH:28]=[CH:27][C:26](B2OC(C)(C)C(C)(C)O2)=[CH:25][N:24]=1.C([O-])([O-])=O.[Na+].[Na+]. (2) Given the product [SH:1][C:2]1[CH:3]=[C:4]([CH2:8][C:9]([O:11][CH3:13])=[O:10])[CH:5]=[CH:6][CH:7]=1, predict the reactants needed to synthesize it. The reactants are: [SH:1][C:2]1[CH:3]=[C:4]([CH2:8][C:9]([OH:11])=[O:10])[CH:5]=[CH:6][CH:7]=1.Cl.[CH3:13]O.